From a dataset of HIV replication inhibition screening data with 41,000+ compounds from the AIDS Antiviral Screen. Binary Classification. Given a drug SMILES string, predict its activity (active/inactive) in a high-throughput screening assay against a specified biological target. (1) The drug is O=C1NC(=O)C(C(=O)Nc2ccc(Cl)cc2)c2ccccc21. The result is 0 (inactive). (2) The drug is CC(=O)c1cccc(NCn2nnc3ccccc32)c1. The result is 0 (inactive). (3) The drug is CCOC(=O)c1ccc(N=NC2Sc3nc4ccccc4n3C2=O)cc1. The result is 0 (inactive).